This data is from Forward reaction prediction with 1.9M reactions from USPTO patents (1976-2016). The task is: Predict the product of the given reaction. Given the reactants [C:1]([O:5][C:6]([CH3:9])([CH3:8])[CH3:7])(=[O:4])[NH:2][NH2:3].CCN(CC)CC.[F:17][C:18]1[CH:27]=[CH:26][C:21]([C:22]([CH2:24]Br)=[CH2:23])=[CH:20][CH:19]=1, predict the reaction product. The product is: [C:6]([O:5][C:1]([NH:2][NH:3][CH2:24][C:22]([C:21]1[CH:26]=[CH:27][C:18]([F:17])=[CH:19][CH:20]=1)=[CH2:23])=[O:4])([CH3:9])([CH3:8])[CH3:7].